Dataset: Reaction yield outcomes from USPTO patents with 853,638 reactions. Task: Predict the reaction yield, written as a fraction of the theoretical maximum amount of product (1.0 means a 100% yield; for example, 0.34 means a 34% yield). (1) The reactants are C([Li])CCC.[CH3:6][C@H:7]1[C@@H:11]([C:12]2[CH:17]=[CH:16][CH:15]=[CH:14][CH:13]=2)[O:10][C:9](=[O:18])[NH:8]1.[Br:19][CH2:20][C:21](Cl)=[O:22].[Cl-].[NH4+].C(=O)(O)[O-].[Na+]. The catalyst is CCCCCC.O1CCCC1.O. The product is [Br:19][CH2:20][C:21]([N:8]1[C@@H:7]([CH3:6])[C@@H:11]([C:12]2[CH:17]=[CH:16][CH:15]=[CH:14][CH:13]=2)[O:10][C:9]1=[O:18])=[O:22]. The yield is 0.760. (2) The reactants are [F:1][C:2]1[CH:11]=[C:10]2[C:5]([CH2:6][CH2:7][CH2:8][N:9]2C(OC(C)(C)C)=O)=[CH:4][C:3]=1[C:19]1[CH:20]=[N:21][N:22]([CH3:24])[CH:23]=1.FC(F)(F)C(O)=O. The catalyst is C(Cl)Cl.CCOC(C)=O. The product is [F:1][C:2]1[CH:11]=[C:10]2[C:5]([CH2:6][CH2:7][CH2:8][NH:9]2)=[CH:4][C:3]=1[C:19]1[CH:20]=[N:21][N:22]([CH3:24])[CH:23]=1. The yield is 0.650. (3) The reactants are [CH2:1]([O:8][C:9]1[C:10]2[N:11]([C:15](I)=[C:16]([C:18]3[CH:23]=[CH:22][C:21]([F:24])=[CH:20][CH:19]=3)[N:17]=2)[CH:12]=[CH:13][CH:14]=1)[C:2]1[CH:7]=[CH:6][CH:5]=[CH:4][CH:3]=1.[CH3:26][S:27][C:28]1[N:33]=[C:32]([Sn](CCCC)(CCCC)CCCC)[CH:31]=[CH:30][N:29]=1.[F-].[K+]. The catalyst is C1(C)C=CC=CC=1.C(OCC)(=O)C.Cl[Pd](Cl)([P](C1C=CC=CC=1)(C1C=CC=CC=1)C1C=CC=CC=1)[P](C1C=CC=CC=1)(C1C=CC=CC=1)C1C=CC=CC=1. The product is [CH2:1]([O:8][C:9]1[C:10]2[N:11]([C:15]([C:30]3[CH:31]=[CH:32][N:33]=[C:28]([S:27][CH3:26])[N:29]=3)=[C:16]([C:18]3[CH:23]=[CH:22][C:21]([F:24])=[CH:20][CH:19]=3)[N:17]=2)[CH:12]=[CH:13][CH:14]=1)[C:2]1[CH:7]=[CH:6][CH:5]=[CH:4][CH:3]=1. The yield is 0.390. (4) The reactants are [Br:1][C:2]1[CH:11]=[CH:10][C:5]([C:6]([NH:8][CH3:9])=O)=[C:4]([F:12])[CH:3]=1.COC1C=CC(P2(SP(C3C=CC(OC)=CC=3)(=S)S2)=[S:22])=CC=1. The catalyst is C1(C)C=CC=CC=1. The product is [Br:1][C:2]1[CH:11]=[CH:10][C:5]([C:6](=[S:22])[NH:8][CH3:9])=[C:4]([F:12])[CH:3]=1. The yield is 0.970.